This data is from Forward reaction prediction with 1.9M reactions from USPTO patents (1976-2016). The task is: Predict the product of the given reaction. Given the reactants [CH2:1]([O:4][C:5]1[CH:10]=[CH:9][CH:8]=[CH:7][C:6]=1[C:11]1[C:12]2[C:13]3[CH2:24][CH2:23][NH:22][CH2:21][CH2:20][C:14]=3[NH:15][C:16]=2[CH:17]=[CH:18][CH:19]=1)[CH2:2][CH3:3].I[CH2:26]CC, predict the reaction product. The product is: [CH:2]1([CH2:1][O:4][C:5]2[CH:10]=[CH:9][CH:8]=[CH:7][C:6]=2[C:11]2[C:12]3[C:13]4[CH2:24][CH2:23][NH:22][CH2:21][CH2:20][C:14]=4[NH:15][C:16]=3[CH:17]=[CH:18][CH:19]=2)[CH2:26][CH2:3]1.